From a dataset of Full USPTO retrosynthesis dataset with 1.9M reactions from patents (1976-2016). Predict the reactants needed to synthesize the given product. Given the product [Cl:16][CH2:17][CH2:18][N:10]1[CH2:9][CH2:8][C:7]2[CH:13]=[C:14]3[N:15]=[C:2]([CH3:1])[O:3][C:4]3=[CH:5][C:6]=2[CH2:12][CH2:11]1, predict the reactants needed to synthesize it. The reactants are: [CH3:1][C:2]1[O:3][C:4]2[C:14]([N:15]=1)=[CH:13][C:7]1[CH2:8][CH2:9][NH:10][CH2:11][CH2:12][C:6]=1[CH:5]=2.[Cl:16][CH2:17][CH:18]=O.[BH-](OC(C)=O)(OC(C)=O)OC(C)=O.[Na+].